This data is from Full USPTO retrosynthesis dataset with 1.9M reactions from patents (1976-2016). The task is: Predict the reactants needed to synthesize the given product. (1) The reactants are: Br[C:2]1[CH:11]=[C:10]2[C:5]([CH2:6][CH2:7][CH2:8][NH:9]2)=[CH:4][CH:3]=1.[B:12]1([B:12]2[O:16][C:15]([CH3:18])([CH3:17])[C:14]([CH3:20])([CH3:19])[O:13]2)[O:16][C:15]([CH3:18])([CH3:17])[C:14]([CH3:20])([CH3:19])[O:13]1.C([O-])(=O)C.[K+].C1(P(C2CCCCC2)C2C=CC=CC=2C2C(C(C)C)=CC(C(C)C)=CC=2C(C)C)CCCCC1. Given the product [CH3:19][C:14]1([CH3:20])[C:15]([CH3:18])([CH3:17])[O:16][B:12]([C:2]2[CH:11]=[C:10]3[C:5]([CH2:6][CH2:7][CH2:8][NH:9]3)=[CH:4][CH:3]=2)[O:13]1, predict the reactants needed to synthesize it. (2) Given the product [Cl:2][C:3]1[CH:4]=[C:5]2[C:9](=[CH:10][CH:11]=1)[CH:8]([C:14]#[N:13])[CH2:7][CH2:6]2, predict the reactants needed to synthesize it. The reactants are: [Na].[Cl:2][C:3]1[CH:4]=[C:5]2[C:9](=[CH:10][CH:11]=1)[C:8](=O)[CH2:7][CH2:6]2.[N+:13](CS(C1C=CC(C)=CC=1)(=O)=O)#[C-:14].